This data is from Catalyst prediction with 721,799 reactions and 888 catalyst types from USPTO. The task is: Predict which catalyst facilitates the given reaction. (1) Reactant: [F:1][C:2]1[CH:3]=[C:4]([CH:31]=[CH:32][C:33]=1[NH:34][C:35]([NH:37][C:38]1[CH:43]=[C:42]([CH3:44])[CH:41]=[CH:40][C:39]=1[F:45])=[O:36])[O:5][C:6]1[CH:11]=[CH:10][N:9]=[C:8]([C:12]2[NH:16][CH:15]=[C:14]([C:17]([NH:19][CH2:20][CH2:21][CH2:22][NH:23]C(=O)OC(C)(C)C)=[O:18])[CH:13]=2)[CH:7]=1.FC(F)(F)C(O)=O. Product: [NH2:23][CH2:22][CH2:21][CH2:20][NH:19][C:17]([C:14]1[CH:13]=[C:12]([C:8]2[CH:7]=[C:6]([O:5][C:4]3[CH:31]=[CH:32][C:33]([NH:34][C:35]([NH:37][C:38]4[CH:43]=[C:42]([CH3:44])[CH:41]=[CH:40][C:39]=4[F:45])=[O:36])=[C:2]([F:1])[CH:3]=3)[CH:11]=[CH:10][N:9]=2)[NH:16][CH:15]=1)=[O:18]. The catalyst class is: 2. (2) Reactant: C([O:8][CH2:9][CH2:10][C@H:11]([NH:28][C:29](=[O:35])[O:30][C:31]([CH3:34])([CH3:33])[CH3:32])[C:12]1[N:17]([C:18]2[CH:23]=[CH:22][CH:21]=[CH:20][CH:19]=2)[C:16](=[O:24])[C:15]2=[CH:25][CH:26]=[CH:27][N:14]2[N:13]=1)C1C=CC=CC=1. Product: [OH:8][CH2:9][CH2:10][C@H:11]([NH:28][C:29](=[O:35])[O:30][C:31]([CH3:33])([CH3:32])[CH3:34])[C:12]1[N:17]([C:18]2[CH:23]=[CH:22][CH:21]=[CH:20][CH:19]=2)[C:16](=[O:24])[C:15]2=[CH:25][CH:26]=[CH:27][N:14]2[N:13]=1. The catalyst class is: 19. (3) Reactant: [CH:1]1([CH:6]=[C:7]2[C:16](=O)[C:15]3[C:10](=[CH:11][C:12]([C:18]([O:20]C)=[O:19])=[CH:13][CH:14]=3)[O:9][CH2:8]2)[CH2:5][CH2:4][CH2:3][CH2:2]1.Cl.[Cl:23][C:24]1[CH:31]=[C:30]([NH:32][NH2:33])[CH:29]=[CH:28][C:25]=1[C:26]#[N:27].O1CCCC1.CN(C)C=O. Product: [Cl:23][C:24]1[CH:31]=[C:30]([N:32]2[CH:6]([CH:1]3[CH2:2][CH2:3][CH2:4][CH2:5]3)[CH:7]3[CH2:8][O:9][C:10]4[CH:11]=[C:12]([C:18]([OH:20])=[O:19])[CH:13]=[CH:14][C:15]=4[C:16]3=[N:33]2)[CH:29]=[CH:28][C:25]=1[C:26]#[N:27]. The catalyst class is: 5.